This data is from NCI-60 drug combinations with 297,098 pairs across 59 cell lines. The task is: Regression. Given two drug SMILES strings and cell line genomic features, predict the synergy score measuring deviation from expected non-interaction effect. Drug 1: CC(C)(C#N)C1=CC(=CC(=C1)CN2C=NC=N2)C(C)(C)C#N. Drug 2: C1=NNC2=C1C(=O)NC=N2. Cell line: MDA-MB-435. Synergy scores: CSS=-2.31, Synergy_ZIP=0.812, Synergy_Bliss=-0.519, Synergy_Loewe=-1.93, Synergy_HSA=-3.07.